From a dataset of Catalyst prediction with 721,799 reactions and 888 catalyst types from USPTO. Predict which catalyst facilitates the given reaction. (1) Reactant: Cl.[NH2:2][OH:3].[CH3:4][C:5]1[CH:10]=[CH:9][C:8]([C:11]2[N:15]([C:16]3[CH:21]=[CH:20][C:19]([S:22](Cl)(=[O:24])=[O:23])=[CH:18][CH:17]=3)[N:14]=[C:13]([C:26]([F:29])([F:28])[F:27])[CH:12]=2)=[CH:7][CH:6]=1. Product: [OH:3][NH:2][S:22]([C:19]1[CH:20]=[CH:21][C:16]([N:15]2[C:11]([C:8]3[CH:9]=[CH:10][C:5]([CH3:4])=[CH:6][CH:7]=3)=[CH:12][C:13]([C:26]([F:29])([F:28])[F:27])=[N:14]2)=[CH:17][CH:18]=1)(=[O:23])=[O:24]. The catalyst class is: 127. (2) Reactant: [CH:1]1([NH:4][C:5]([C:7]2[N:8]=[N:9][N:10]([C:24]3[CH:29]=[CH:28][C:27]([C:30]([NH:32][CH2:33][CH3:34])=[O:31])=[CH:26][CH:25]=3)[C:11]=2[CH2:12][N:13]2C(=O)C3C(=CC=CC=3)C2=O)=[O:6])[CH2:3][CH2:2]1.O.NN. Product: [NH2:13][CH2:12][C:11]1[N:10]([C:24]2[CH:25]=[CH:26][C:27]([C:30]([NH:32][CH2:33][CH3:34])=[O:31])=[CH:28][CH:29]=2)[N:9]=[N:8][C:7]=1[C:5]([NH:4][CH:1]1[CH2:3][CH2:2]1)=[O:6]. The catalyst class is: 8. (3) Reactant: [CH3:1][N:2]1[C:6]2=[N:7][C:8]([S:11][CH3:12])=[N:9][CH:10]=[C:5]2[C:4](=O)[NH:3]1.P(Br)(Br)([Br:16])=O.O. Product: [Br:16][C:4]1[C:5]2[C:6](=[N:7][C:8]([S:11][CH3:12])=[N:9][CH:10]=2)[N:2]([CH3:1])[N:3]=1. The catalyst class is: 10. (4) Reactant: [CH2:1]([Li])CCC.C[Si](C=[N+]=[N-])(C)C.[CH:13]([O:16][C:17]([N:19]1[CH2:24][CH2:23][CH:22]([C@H:25]([CH3:29])[CH2:26][CH:27]=O)[CH2:21][CH2:20]1)=[O:18])([CH3:15])[CH3:14]. Product: [CH:13]([O:16][C:17]([N:19]1[CH2:24][CH2:23][CH:22]([C@H:25]([CH3:29])[CH2:26][C:27]#[CH:1])[CH2:21][CH2:20]1)=[O:18])([CH3:15])[CH3:14]. The catalyst class is: 1. (5) Reactant: [CH3:1][Si](C=[N+]=[N-])(C)C.[C:8]([O:12][C:13]([N:15]1[CH2:20][CH:19]=[C:18]([C:21]2[N:26]=[CH:25][C:24]([C:27]([OH:29])=[O:28])=[CH:23][N:22]=2)[CH2:17][CH2:16]1)=[O:14])([CH3:11])([CH3:10])[CH3:9]. Product: [C:8]([O:12][C:13]([N:15]1[CH2:16][CH:17]=[C:18]([C:21]2[N:26]=[CH:25][C:24]([C:27]([O:29][CH3:1])=[O:28])=[CH:23][N:22]=2)[CH2:19][CH2:20]1)=[O:14])([CH3:11])([CH3:9])[CH3:10]. The catalyst class is: 224. (6) Reactant: Cl.Cl[C:3]1[N:12]=[C:11]([N:13]([C:15]2[CH:20]=[CH:19][C:18]([O:21][CH3:22])=[CH:17][CH:16]=2)[CH3:14])[C:10]2[C:5](=[CH:6][CH:7]=[CH:8][CH:9]=2)[N:4]=1.Cl.[CH3:24][O:25][C:26](=[O:37])[C@H:27]([CH2:29][C:30]1[CH:35]=[CH:34][C:33]([OH:36])=[CH:32][CH:31]=1)[NH2:28].CCN(CC)CC. The catalyst class is: 32. Product: [CH3:24][O:25][C:26](=[O:37])[C@@H:27]([NH:28][C:3]1[N:12]=[C:11]([N:13]([C:15]2[CH:20]=[CH:19][C:18]([O:21][CH3:22])=[CH:17][CH:16]=2)[CH3:14])[C:10]2[C:5](=[CH:6][CH:7]=[CH:8][CH:9]=2)[N:4]=1)[CH2:29][C:30]1[CH:35]=[CH:34][C:33]([OH:36])=[CH:32][CH:31]=1. (7) The catalyst class is: 4. Reactant: C[O:2][C:3]1[CH:4]=[C:5]([S:46]([NH:49][CH3:50])(=[O:48])=[O:47])[CH:6]=[CH:7][C:8]=1[C:9]1[C:17]2[C:16]([NH:18][C@H:19]([C:21]3[N:26]([C:27]4[CH:32]=[CH:31][CH:30]=[CH:29][CH:28]=4)[C:25](=[O:33])[C:24]4=[C:34]([CH3:37])[CH:35]=[CH:36][N:23]4[N:22]=3)[CH3:20])=[N:15][CH:14]=[N:13][C:12]=2[N:11](COCC[Si](C)(C)C)[CH:10]=1.B(Br)(Br)Br.N. Product: [OH:2][C:3]1[CH:4]=[C:5]([S:46]([NH:49][CH3:50])(=[O:48])=[O:47])[CH:6]=[CH:7][C:8]=1[C:9]1[C:17]2[C:16]([NH:18][C@H:19]([C:21]3[N:26]([C:27]4[CH:28]=[CH:29][CH:30]=[CH:31][CH:32]=4)[C:25](=[O:33])[C:24]4=[C:34]([CH3:37])[CH:35]=[CH:36][N:23]4[N:22]=3)[CH3:20])=[N:15][CH:14]=[N:13][C:12]=2[NH:11][CH:10]=1.